The task is: Predict the reactants needed to synthesize the given product.. This data is from Full USPTO retrosynthesis dataset with 1.9M reactions from patents (1976-2016). (1) Given the product [C:1]([C:3]1[CH:11]=[CH:10][C:6]([C:7]([O:9][CH3:14])=[O:8])=[C:5]([F:12])[CH:4]=1)#[N:2], predict the reactants needed to synthesize it. The reactants are: [C:1]([C:3]1[CH:11]=[CH:10][C:6]([C:7]([OH:9])=[O:8])=[C:5]([F:12])[CH:4]=1)#[N:2].O.[C:14]1(C)C=CC(S(O)(=O)=O)=CC=1. (2) Given the product [Br:19][C:17]1[N:18]=[C:13]([NH:12][C:9]2[CH:8]=[CH:7][C:6]([CH:4]3[CH2:5][N:2]([CH3:24])[CH2:3]3)=[CH:11][CH:10]=2)[C:14](=[O:21])[N:15]([CH3:20])[CH:16]=1, predict the reactants needed to synthesize it. The reactants are: Cl.[NH:2]1[CH2:5][CH:4]([C:6]2[CH:11]=[CH:10][C:9]([NH:12][C:13]3[C:14](=[O:21])[N:15]([CH3:20])[CH:16]=[C:17]([Br:19])[N:18]=3)=[CH:8][CH:7]=2)[CH2:3]1.[BH-](OC(C)=O)(OC(C)=O)O[C:24](C)=O.[Na+].C=O.C(O)(=O)C. (3) Given the product [F:34][C:35]1[CH:40]=[CH:39][CH:38]=[CH:37][C:36]=1[C:14]1[N:19]=[C:18]2[N:20]([CH2:23][C:24]3[CH:25]=[C:26]4[C:31](=[CH:32][CH:33]=3)[N:30]=[CH:29][CH:28]=[CH:27]4)[N:21]=[N:22][C:17]2=[N:16][CH:15]=1, predict the reactants needed to synthesize it. The reactants are: COCCOC.C([O-])([O-])=O.[Na+].[Na+].Br[C:14]1[N:19]=[C:18]2[N:20]([CH2:23][C:24]3[CH:25]=[C:26]4[C:31](=[CH:32][CH:33]=3)[N:30]=[CH:29][CH:28]=[CH:27]4)[N:21]=[N:22][C:17]2=[N:16][CH:15]=1.[F:34][C:35]1[CH:40]=[CH:39][CH:38]=[CH:37][C:36]=1B(O)O. (4) Given the product [C:36]1([P:29](=[O:2])([C:30]2[CH:31]=[CH:32][CH:33]=[CH:34][CH:35]=2)[C:24]2[CH:23]=[CH:28][CH:27]=[CH:26][CH:25]=2)[CH:37]=[CH:38][CH:39]=[CH:40][CH:41]=1, predict the reactants needed to synthesize it. The reactants are: C[O:2]C1C=CC2C=CC(=O)N3C=2C=1C(=O)CC3.[PH5].[Cl-].COC=[C:23]1[CH:28]=[CH:27][CH:26]=[CH:25][CH:24]1[PH+:29]([C:36]1[CH:41]=[CH:40][CH:39]=[CH:38][CH:37]=1)[C:30]1[CH:35]=[CH:34][CH:33]=[CH:32][CH:31]=1.CC(C)([O-])C.[K+]. (5) Given the product [CH:1]1([CH2:17][C:35]#[N:33])[CH2:4][CH:3]([CH2:5][C:6]#[N:30])[CH2:2]1, predict the reactants needed to synthesize it. The reactants are: [CH:1]1([CH2:17]C2C=C(C)C=CC=2S([O-])(=O)=O)[CH2:4][CH:3]([CH2:5][C:6]2C=C(C)C=CC=2S([O-])(=O)=O)[CH2:2]1.[C-]#[N:30].[Na+].C[N:33]([CH:35]=O)C. (6) Given the product [CH3:37][C@@:27]([S:33]([CH3:36])(=[O:34])=[O:35])([CH2:26][CH2:25][N:1]1[CH:5]=[C:4]([C:6]2[CH:15]=[N:14][C:13]3[C:8](=[CH:9][CH:10]=[CH:11][CH:12]=3)[N:7]=2)[CH:3]=[N:2]1)[C:28]([O:30][CH2:31][CH3:32])=[O:29], predict the reactants needed to synthesize it. The reactants are: [NH:1]1[CH:5]=[C:4]([C:6]2[CH:15]=[N:14][C:13]3[C:8](=[CH:9][CH:10]=[CH:11][CH:12]=3)[N:7]=2)[CH:3]=[N:2]1.C(=O)([O-])[O-].[Cs+].[Cs+].[I-].[Na+].Br[CH2:25][CH2:26][C@@:27]([CH3:37])([S:33]([CH3:36])(=[O:35])=[O:34])[C:28]([O:30][CH2:31][CH3:32])=[O:29].